From a dataset of Full USPTO retrosynthesis dataset with 1.9M reactions from patents (1976-2016). Predict the reactants needed to synthesize the given product. (1) Given the product [CH2:1]([O:8][CH:9]1[CH2:14][CH2:13][CH:12]([O:15][C:16]2[C:21]([F:22])=[CH:20][C:19]([C:32]3[CH:33]=[CH:34][C:29]([S:26]([CH3:25])(=[O:28])=[O:27])=[CH:30][CH:31]=3)=[CH:18][C:17]=2[F:24])[CH2:11][CH2:10]1)[C:2]1[CH:7]=[CH:6][CH:5]=[CH:4][CH:3]=1, predict the reactants needed to synthesize it. The reactants are: [CH2:1]([O:8][CH:9]1[CH2:14][CH2:13][CH:12]([O:15][C:16]2[C:21]([F:22])=[CH:20][C:19](Br)=[CH:18][C:17]=2[F:24])[CH2:11][CH2:10]1)[C:2]1[CH:7]=[CH:6][CH:5]=[CH:4][CH:3]=1.[CH3:25][S:26]([C:29]1[CH:34]=[CH:33][C:32](B(O)O)=[CH:31][CH:30]=1)(=[O:28])=[O:27].C([O-])([O-])=O.[Cs+].[Cs+].CCO. (2) Given the product [O:30]1[CH2:31][CH2:32][N:27]([C:4]2[CH:3]=[C:2]([C:33]3[CH:38]=[CH:37][CH:36]=[CH:35][CH:34]=3)[CH:26]=[CH:25][C:5]=2[CH2:6][N:7]2[CH2:12][CH2:11][N:10]([C:13]([O:15][CH:16]([C:21]([F:24])([F:23])[F:22])[C:17]([F:20])([F:19])[F:18])=[O:14])[CH2:9][CH2:8]2)[CH2:28][CH2:29]1, predict the reactants needed to synthesize it. The reactants are: Br[C:2]1[CH:26]=[CH:25][C:5]([CH2:6][N:7]2[CH2:12][CH2:11][N:10]([C:13]([O:15][CH:16]([C:21]([F:24])([F:23])[F:22])[C:17]([F:20])([F:19])[F:18])=[O:14])[CH2:9][CH2:8]2)=[C:4]([N:27]2[CH2:32][CH2:31][O:30][CH2:29][CH2:28]2)[CH:3]=1.[C:33]1(B(O)O)[CH:38]=[CH:37][CH:36]=[CH:35][CH:34]=1.C([O-])([O-])=O.[K+].[K+].C1COCC1. (3) The reactants are: [OH:1][C:2]1([CH2:15][O:16][C:17]2[CH:18]=[CH:19][CH:20]=[C:21]3[C:26]=2[N:25]=[C:24]([C:27]2[N:31]4[CH:32]=[CH:33][C:34]([CH3:36])=[CH:35][C:30]4=[N:29][N:28]=2)[CH:23]=[CH:22]3)[CH2:7][CH2:6][N:5]([C:8]([O:10][C:11]([CH3:14])([CH3:13])[CH3:12])=[O:9])[CH2:4][CH2:3]1.[H-].[Na+].I[CH3:40]. Given the product [CH3:40][O:1][C:2]1([CH2:15][O:16][C:17]2[CH:18]=[CH:19][CH:20]=[C:21]3[C:26]=2[N:25]=[C:24]([C:27]2[N:31]4[CH:32]=[CH:33][C:34]([CH3:36])=[CH:35][C:30]4=[N:29][N:28]=2)[CH:23]=[CH:22]3)[CH2:7][CH2:6][N:5]([C:8]([O:10][C:11]([CH3:13])([CH3:12])[CH3:14])=[O:9])[CH2:4][CH2:3]1, predict the reactants needed to synthesize it. (4) Given the product [Cl:18][CH2:19][CH2:20][CH2:21][CH2:22][O:1][C:2]1[CH:10]=[C:9]2[C:5]([CH2:6][CH2:7][C:8]2=[O:11])=[CH:4][CH:3]=1, predict the reactants needed to synthesize it. The reactants are: [OH:1][C:2]1[CH:10]=[C:9]2[C:5]([CH2:6][CH2:7][C:8]2=[O:11])=[CH:4][CH:3]=1.C(=O)([O-])[O-].[K+].[K+].[Cl:18][CH2:19][CH2:20][CH2:21][CH2:22]Cl.